Dataset: Reaction yield outcomes from USPTO patents with 853,638 reactions. Task: Predict the reaction yield, written as a fraction of the theoretical maximum amount of product (1.0 means a 100% yield; for example, 0.34 means a 34% yield). (1) The reactants are [F:1][C:2]1[CH:3]=[C:4]([N:15]2[CH2:19][CH:18]([CH2:20][NH:21][C:22](=[O:24])[CH3:23])[O:17][C:16]2=[O:25])[CH:5]=[CH:6][C:7]=1[CH:8]1[CH2:13][CH2:12][C:11](=O)[CH2:10][CH2:9]1.Cl.[NH2:27][OH:28]. The catalyst is N1C=CC=CC=1. The product is [F:1][C:2]1[CH:3]=[C:4]([N:15]2[CH2:19][CH:18]([CH2:20][NH:21][C:22](=[O:24])[CH3:23])[O:17][C:16]2=[O:25])[CH:5]=[CH:6][C:7]=1[CH:8]1[CH2:9][CH2:10][C:11](=[N:27][OH:28])[CH2:12][CH2:13]1. The yield is 0.640. (2) The reactants are [CH2:1]([O:8][N:9]1[C:15](=[O:16])[N:14]2[CH2:17][C@H:10]1[CH2:11][CH2:12][C@H:13]2[C:18]([OH:20])=O)[C:2]1[CH:7]=[CH:6][CH:5]=[CH:4][CH:3]=1.[NH2:21][O:22][CH2:23][C@@H:24]([NH:26][C:27](=[O:33])[O:28][C:29]([CH3:32])([CH3:31])[CH3:30])[CH3:25].ON1C2C=CC=CC=2N=N1.Cl.C(N=C=NCCCN(C)C)C. The catalyst is C(Cl)Cl. The product is [CH2:1]([O:8][N:9]1[C:15](=[O:16])[N:14]2[CH2:17][C@H:10]1[CH2:11][CH2:12][C@H:13]2[C:18]([NH:21][O:22][CH2:23][C@@H:24]([NH:26][C:27](=[O:33])[O:28][C:29]([CH3:32])([CH3:31])[CH3:30])[CH3:25])=[O:20])[C:2]1[CH:3]=[CH:4][CH:5]=[CH:6][CH:7]=1. The yield is 0.970. (3) The reactants are Cl.[NH:2]1[CH2:5][CH:4]([NH:6][C:7](=[O:13])[O:8][C:9]([CH3:12])([CH3:11])[CH3:10])[CH2:3]1.CCN(C(C)C)C(C)C.[Cl:23][C:24]1[CH:29]=[N:28][CH:27]=[C:26](Cl)[N:25]=1. The catalyst is CN(C=O)C. The product is [Cl:23][C:24]1[N:25]=[C:26]([N:2]2[CH2:5][CH:4]([NH:6][C:7](=[O:13])[O:8][C:9]([CH3:10])([CH3:12])[CH3:11])[CH2:3]2)[CH:27]=[N:28][CH:29]=1. The yield is 0.840. (4) The reactants are [C:1]([O:5][C:6]([N:8]1[CH2:13][CH2:12][N+:11]([O-])([CH2:14][CH2:15][N:16]2[C:21]3[N:22]=[C:23](S(C)=O)[N:24]=[CH:25][C:20]=3[CH:19]=[C:18]([C:29]3[CH:34]=[CH:33][C:32]([C:35]4[CH:40]=[CH:39][CH:38]=[C:37]([CH3:41])[N:36]=4)=[CH:31][C:30]=3[Cl:42])[C:17]2=[O:43])[CH2:10][CH2:9]1)=[O:7])([CH3:4])([CH3:3])[CH3:2].[CH2:45]([NH2:47])[CH3:46].B1(B2OC(C)(C)C(C)(C)O2)OC(C)(C)C(C)(C)O1. The catalyst is C1COCC1.CCOC(C)=O. The product is [Cl:42][C:30]1[CH:31]=[C:32]([C:35]2[CH:40]=[CH:39][CH:38]=[C:37]([CH3:41])[N:36]=2)[CH:33]=[CH:34][C:29]=1[C:18]1[C:17](=[O:43])[N:16]([CH2:15][CH2:14][N:11]2[CH2:12][CH2:13][N:8]([C:6]([O:5][C:1]([CH3:4])([CH3:3])[CH3:2])=[O:7])[CH2:9][CH2:10]2)[C:21]2[N:22]=[C:23]([NH:47][CH2:45][CH3:46])[N:24]=[CH:25][C:20]=2[CH:19]=1. The yield is 0.659. (5) The reactants are [CH2:1]([N:8]1[CH2:13][CH2:12][CH:11]([CH3:14])[C:10](=O)[CH2:9]1)[C:2]1[CH:7]=[CH:6][CH:5]=[CH:4][CH:3]=1.[CH3:16][NH2:17].C(O)(=O)C. The catalyst is C1COCC1. The product is [CH2:1]([N:8]1[CH2:13][CH2:12][CH:11]([CH3:14])[CH:10]([NH:17][CH3:16])[CH2:9]1)[C:2]1[CH:7]=[CH:6][CH:5]=[CH:4][CH:3]=1. The yield is 0.877. (6) The reactants are [CH2:1]([O:3][C:4](=[O:27])[CH2:5][N:6]([CH2:21][C:22]([O:24][CH2:25][CH3:26])=[O:23])[C:7]1[CH:12]=[C:11]([C:13]2[CH:18]=[C:17](Cl)[N:16]=[CH:15][N:14]=2)[CH:10]=[CH:9][C:8]=1[CH3:20])[CH3:2].C([O-])(=O)C.[Na+]. The catalyst is C(O)C.O1CCCC1.[C].[Pd]. The product is [CH2:25]([O:24][C:22](=[O:23])[CH2:21][N:6]([CH2:5][C:4]([O:3][CH2:1][CH3:2])=[O:27])[C:7]1[CH:12]=[C:11]([C:13]2[CH:18]=[CH:17][N:16]=[CH:15][N:14]=2)[CH:10]=[CH:9][C:8]=1[CH3:20])[CH3:26]. The yield is 0.730. (7) The reactants are [CH3:1][C:2]1[S:6][C:5]([C:7](=[O:9])[CH3:8])=[N:4][CH:3]=1.[C:10](OCC)(=[O:16])[C:11]([O:13][CH2:14][CH3:15])=[O:12]. No catalyst specified. The product is [CH2:14]([O:13][C:11](=[O:12])[C:10]([OH:16])=[CH:8][C:7]([C:5]1[S:6][C:2]([CH3:1])=[CH:3][N:4]=1)=[O:9])[CH3:15]. The yield is 0.480. (8) The product is [CH3:6][Si:7]([CH3:9])([CH3:8])[C:10]1[CH2:11][CH:5]=[C:3]([CH3:4])[CH2:2][CH:1]=1. The yield is 0.917. The reactants are [CH2:1]=[CH:2][C:3](=[CH2:5])[CH3:4].[CH3:6][Si:7]([C:10]#[CH:11])([CH3:9])[CH3:8]. The catalyst is ClCCl.[Zn+2].[I-].[I-].C1(P(CC)C2C=CC=CC=2)C=CC=CC=1. (9) The reactants are Br[C:2]1[N:3]=[C:4]([O:7][C:8]2[CH:13]=[CH:12][CH:11]=[C:10]([CH3:14])[N:9]=2)[S:5][CH:6]=1.[CH3:15][C:16]1[C:20](B2OC(C)(C)C(C)(C)O2)=[CH:19][NH:18][N:17]=1.C(N(C(C)C)C(C)C)C. The catalyst is O1CCOCC1.O.[Pd].C1C=CC(P(C2C=CC=CC=2)[C-]2C=CC=C2)=CC=1.C1C=CC(P(C2C=CC=CC=2)[C-]2C=CC=C2)=CC=1.Cl[Pd]Cl.[Fe+2]. The product is [CH3:15][C:16]1[C:20]([C:2]2[N:3]=[C:4]([O:7][C:8]3[CH:13]=[CH:12][CH:11]=[C:10]([CH3:14])[N:9]=3)[S:5][CH:6]=2)=[CH:19][NH:18][N:17]=1. The yield is 0.260. (10) The reactants are [CH2:1]([N:8]1[CH2:17][CH2:16][C:15]2[N:14]=[C:13](Cl)[CH:12]=[CH:11][C:10]=2[CH2:9]1)[C:2]1[CH:7]=[CH:6][CH:5]=[CH:4][CH:3]=1.[NH:19]1[CH2:24][CH2:23][O:22][CH2:21][CH2:20]1.CC(C1C=C(C(C)C)C(C2C=CC=CC=2P(C2CCCCC2)C2CCCCC2)=C(C(C)C)C=1)C.CC(C)([O-])C.[Na+]. The catalyst is C1C=CC(/C=C/C(/C=C/C2C=CC=CC=2)=O)=CC=1.C1C=CC(/C=C/C(/C=C/C2C=CC=CC=2)=O)=CC=1.C1C=CC(/C=C/C(/C=C/C2C=CC=CC=2)=O)=CC=1.[Pd].[Pd].O.C1(C)C=CC=CC=1. The product is [CH2:1]([N:8]1[CH2:17][CH2:16][C:15]2[N:14]=[C:13]([N:19]3[CH2:24][CH2:23][O:22][CH2:21][CH2:20]3)[CH:12]=[CH:11][C:10]=2[CH2:9]1)[C:2]1[CH:7]=[CH:6][CH:5]=[CH:4][CH:3]=1. The yield is 0.810.